This data is from TCR-epitope binding with 47,182 pairs between 192 epitopes and 23,139 TCRs. The task is: Binary Classification. Given a T-cell receptor sequence (or CDR3 region) and an epitope sequence, predict whether binding occurs between them. (1) The epitope is TPGPGVRYPL. The TCR CDR3 sequence is CASSSGLRERFTGELFF. Result: 0 (the TCR does not bind to the epitope). (2) The epitope is GTSGSPIVNR. The TCR CDR3 sequence is CASSLGAGTSSYEQYF. Result: 1 (the TCR binds to the epitope). (3) The epitope is ITEEVGHTDLMAAY. The TCR CDR3 sequence is CACGTGLTEAFF. Result: 1 (the TCR binds to the epitope). (4) The epitope is ALSKGVHFV. The TCR CDR3 sequence is CASSLYQGIEQYF. Result: 1 (the TCR binds to the epitope). (5) The epitope is KLNVGDYFV. The TCR CDR3 sequence is CASSLRPGLDSTDTQYF. Result: 1 (the TCR binds to the epitope). (6) The epitope is FLNRFTTTL. The TCR CDR3 sequence is CASSFGRATNEQFF. Result: 1 (the TCR binds to the epitope). (7) The epitope is KLNVGDYFV. The TCR CDR3 sequence is CASSLAGPETQYF. Result: 0 (the TCR does not bind to the epitope). (8) The epitope is RAKFKQLL. The TCR CDR3 sequence is CASSFREKYEQYF. Result: 1 (the TCR binds to the epitope). (9) The epitope is GLCTLVAML. The TCR CDR3 sequence is CASSFRWRERDTQYF. Result: 1 (the TCR binds to the epitope). (10) The epitope is TEKSNIIRGW. The TCR CDR3 sequence is CASRIRGGHGDTQYF. Result: 0 (the TCR does not bind to the epitope).